Task: Predict the reactants needed to synthesize the given product.. Dataset: Full USPTO retrosynthesis dataset with 1.9M reactions from patents (1976-2016) (1) Given the product [CH3:18][C:7]1[C:8]([C:9]2[O:13][N:12]=[C:11]([C:14]([F:17])([F:16])[F:15])[N:10]=2)=[C:4]([NH:1][C:2]([N:20]2[CH2:27][CH2:26][CH2:25][C@@H:21]2[C:22]([OH:24])=[O:23])=[O:3])[S:5][C:6]=1[CH3:19], predict the reactants needed to synthesize it. The reactants are: [N:1]([C:4]1[S:5][C:6]([CH3:19])=[C:7]([CH3:18])[C:8]=1[C:9]1[O:13][N:12]=[C:11]([C:14]([F:17])([F:16])[F:15])[N:10]=1)=[C:2]=[O:3].[NH:20]1[CH2:27][CH2:26][CH2:25][C@@H:21]1[C:22]([OH:24])=[O:23].C(N(CC)CC)C. (2) Given the product [OH:2][C:3]1[CH:4]=[C:5]([C:9]#[C:10][C:11]2[N:19]([CH3:20])[C:18]3[C:17](=[O:21])[N:16]([CH2:22][C:23]#[CH:24])[C:15](=[O:25])[N:14]([CH3:26])[C:13]=3[N:12]=2)[CH:6]=[CH:7][CH:8]=1, predict the reactants needed to synthesize it. The reactants are: C[O:2][C:3]1[CH:4]=[C:5]([C:9]#[C:10][C:11]2[N:19]([CH3:20])[C:18]3[C:17](=[O:21])[N:16]([CH2:22][C:23]#[CH:24])[C:15](=[O:25])[N:14]([CH3:26])[C:13]=3[N:12]=2)[CH:6]=[CH:7][CH:8]=1.B(Br)(Br)Br. (3) Given the product [C:1]([O:5][C:6](=[O:22])[NH:7][C:8]1[CH:13]=[C:12]([N:14]([CH3:16])[CH3:15])[C:11]([C:17]([F:20])([F:19])[F:18])=[CH:10][C:9]=1[NH:21][C:28](=[O:27])[CH2:29][C:30](=[O:42])[C:31]1[CH:36]=[CH:35][CH:34]=[C:33]([N:37]2[CH:41]=[N:40][CH:39]=[N:38]2)[CH:32]=1)([CH3:4])([CH3:2])[CH3:3], predict the reactants needed to synthesize it. The reactants are: [C:1]([O:5][C:6](=[O:22])[NH:7][C:8]1[CH:13]=[C:12]([N:14]([CH3:16])[CH3:15])[C:11]([C:17]([F:20])([F:19])[F:18])=[CH:10][C:9]=1[NH2:21])([CH3:4])([CH3:3])[CH3:2].C([O:27][C:28](=O)[CH2:29][C:30](=[O:42])[C:31]1[CH:36]=[CH:35][CH:34]=[C:33]([N:37]2[CH:41]=[N:40][CH:39]=[N:38]2)[CH:32]=1)(C)(C)C. (4) Given the product [CH:13](=[N:12]/[C@H:8]([C:3]1[CH:4]=[CH:5][CH:6]=[CH:7][C:2]=1[Br:1])[CH2:9][CH:10]=[CH2:11])\[C:16]1[CH:17]=[CH:18][CH:19]=[CH:20][CH:21]=1, predict the reactants needed to synthesize it. The reactants are: [Br:1][C:2]1[CH:7]=[CH:6][CH:5]=[CH:4][C:3]=1[C@@H:8]([NH:12][C@@H:13]([C:16]1[CH:21]=[CH:20][CH:19]=[CH:18][CH:17]=1)CO)[CH2:9][CH:10]=[CH2:11].CN.I(O)(=O)(=O)=O. (5) Given the product [CH3:36][O:35][C:29]1[CH:28]=[C:27]([C:21]2[C:22]([CH3:26])([CH3:25])[C:23](=[O:24])[N:19]([CH:16]3[CH2:17][CH2:18][N:13]([C:11]([C:7]4[CH:8]=[CH:9][CH:10]=[C:5]([OH:4])[CH:6]=4)=[O:12])[CH2:14][CH2:15]3)[N:20]=2)[CH:32]=[CH:31][C:30]=1[O:33][CH3:34], predict the reactants needed to synthesize it. The reactants are: C([O:4][C:5]1[CH:10]=[CH:9][CH:8]=[C:7]([C:11]([N:13]2[CH2:18][CH2:17][CH:16]([N:19]3[C:23](=[O:24])[C:22]([CH3:26])([CH3:25])[C:21]([C:27]4[CH:32]=[CH:31][C:30]([O:33][CH3:34])=[C:29]([O:35][CH3:36])[CH:28]=4)=[N:20]3)[CH2:15][CH2:14]2)=[O:12])[CH:6]=1)(=O)C.[OH-].[Na+].Cl.